From a dataset of Forward reaction prediction with 1.9M reactions from USPTO patents (1976-2016). Predict the product of the given reaction. (1) Given the reactants Cl.[NH2:2][N:3]1[CH2:7][CH2:6][CH2:5][C:4]1=[O:8].[CH2:9]([O:11][C:12](=[O:23])[CH2:13][C:14]([C:16]1[CH:21]=[CH:20][CH:19]=[C:18]([CH3:22])[N:17]=1)=O)[CH3:10].N1C=CC=CC=1, predict the reaction product. The product is: [CH2:9]([O:11][C:12](=[O:23])[CH2:13][C:14]([C:16]1[CH:21]=[CH:20][CH:19]=[C:18]([CH3:22])[N:17]=1)=[N:2][N:3]1[CH2:7][CH2:6][CH2:5][C:4]1=[O:8])[CH3:10]. (2) The product is: [CH2:41]([O:43][C:44]([C:46]1[C:47]2[S:55][CH:54]=[C:53]([CH2:56][O:20][C:16]3[CH:17]=[CH:18][CH:19]=[C:14]([O:13][CH2:12][C:11]4[CH:21]=[CH:22][C:8]([Cl:7])=[CH:9][CH:10]=4)[CH:15]=3)[C:48]=2[C:49]([Cl:52])=[N:50][CH:51]=1)=[O:45])[CH3:42]. Given the reactants C(=O)([O-])[O-].[K+].[K+].[Cl:7][C:8]1[CH:22]=[CH:21][C:11]([CH2:12][O:13][C:14]2[CH:15]=[C:16]([OH:20])[CH:17]=[CH:18][CH:19]=2)=[CH:10][CH:9]=1.C1OCCOCCOCCOCCOCCOC1.[CH2:41]([O:43][C:44]([C:46]1[C:47]2[S:55][CH:54]=[C:53]([CH2:56]Br)[C:48]=2[C:49]([Cl:52])=[N:50][CH:51]=1)=[O:45])[CH3:42], predict the reaction product. (3) The product is: [C:43]([C:42]1[C:36]2[O:35][CH:34]([CH2:33][NH2:30])[CH2:38][C:37]=2[CH:39]=[CH:40][CH:41]=1)([CH3:46])([CH3:44])[CH3:45]. Given the reactants CC1C=CC(S(OCC2CC3C=CC=C(C(C)(C)C)C=3O2)(=O)=O)=CC=1.[N-]=[N+]=[N-].[Na+].[N:30]([CH2:33][CH:34]1[CH2:38][C:37]2[CH:39]=[CH:40][CH:41]=[C:42]([C:43]([CH3:46])([CH3:45])[CH3:44])[C:36]=2[O:35]1)=[N+]=[N-].[N-]=[N+]=[N-], predict the reaction product. (4) Given the reactants [C:1]([OH:14])(=[O:13])[CH2:2][CH2:3][CH2:4][CH2:5][CH2:6][CH2:7][CH2:8][CH2:9][CH2:10][CH2:11][CH3:12].[CH2:15]([OH:20])[CH:16]([OH:19])[CH2:17][OH:18].[CH2:21]([OH:26])[CH:22]([OH:25])[CH2:23][OH:24].[CH2:27]([OH:32])[CH:28]([OH:31])[CH2:29][OH:30].[CH2:33]([OH:38])[CH:34]([OH:37])[CH2:35][OH:36], predict the reaction product. The product is: [C:1]([OH:14])(=[O:13])[CH2:2][CH2:3][CH2:4][CH2:5][CH2:6][CH2:7][CH2:8][CH2:9][CH2:10][CH2:11][CH3:12].[OH:20][CH2:15][CH:16]([CH2:17][OH:18])[OH:19].[OH:26][CH2:21][CH:22]([CH2:23][OH:24])[OH:25].[OH:32][CH2:27][CH:28]([CH2:29][OH:30])[OH:31].[OH:38][CH2:33][CH:34]([CH2:35][OH:36])[OH:37]. (5) Given the reactants N1C2C=CC=CC=2N=C1C1CCN(CCC2OC(=O)C(CC)(CC)C2)CC1.[N:28]1([C:34]2[CH:35]=[C:36]([OH:40])[CH:37]=[CH:38][CH:39]=2)[CH2:33][CH2:32][NH:31][CH2:30][CH2:29]1.N1(C2C=CC=CC=2C#N)CCNCC1.CC1C=CC(S(O[CH2:66][CH2:67][CH:68]2[CH2:72][C:71]3([CH2:77][CH2:76][CH2:75][CH2:74][CH2:73]3)[C:70](=[O:78])[O:69]2)(=O)=O)=CC=1.CC1C=CC(S(OCCC2CC(CC)(CC)C(=O)O2)(=O)=O)=CC=1, predict the reaction product. The product is: [OH:40][C:36]1[CH:35]=[C:34]([N:28]2[CH2:29][CH2:30][N:31]([CH2:66][CH2:67][CH:68]3[CH2:72][C:71]4([CH2:73][CH2:74][CH2:75][CH2:76][CH2:77]4)[C:70](=[O:78])[O:69]3)[CH2:32][CH2:33]2)[CH:39]=[CH:38][CH:37]=1. (6) Given the reactants C(S[C:4]1[N:8]2[C:9]([C:13]3[C:22]4[C:17](=[CH:18][CH:19]=[CH:20][CH:21]=4)[CH:16]=[CH:15][CH:14]=3)=[CH:10][CH:11]=[CH:12][C:7]2=[CH:6][N:5]=1)C, predict the reaction product. The product is: [C:13]1([C:9]2[N:8]3[CH:4]=[N:5][CH:6]=[C:7]3[CH:12]=[CH:11][CH:10]=2)[C:22]2[C:17](=[CH:18][CH:19]=[CH:20][CH:21]=2)[CH:16]=[CH:15][CH:14]=1. (7) Given the reactants [N:1]1([CH:10]([C:17]2[CH:22]=[CH:21][C:20]([C:23]3[CH:28]=[CH:27][CH:26]=[CH:25][CH:24]=3)=[CH:19][CH:18]=2)[CH2:11][C:12]([O:14]CC)=[O:13])[C:5]2[CH:6]=[CH:7][CH:8]=[CH:9][C:4]=2[N:3]=[CH:2]1.C(#N)C, predict the reaction product. The product is: [N:1]1([CH:10]([C:17]2[CH:18]=[CH:19][C:20]([C:23]3[CH:28]=[CH:27][CH:26]=[CH:25][CH:24]=3)=[CH:21][CH:22]=2)[CH2:11][C:12]([OH:14])=[O:13])[C:5]2[CH:6]=[CH:7][CH:8]=[CH:9][C:4]=2[N:3]=[CH:2]1.